Dataset: Reaction yield outcomes from USPTO patents with 853,638 reactions. Task: Predict the reaction yield, written as a fraction of the theoretical maximum amount of product (1.0 means a 100% yield; for example, 0.34 means a 34% yield). (1) The reactants are [F:1][C:2]1[CH:3]=[C:4]([CH:43]=[C:44]([F:46])[CH:45]=1)[CH2:5][C:6]1[CH:7]=[C:8]2[C:12](=[CH:13][CH:14]=1)[NH:11][N:10]=[C:9]2[NH:15][C:16]([C:18]1[CH:23]=[CH:22][C:21]([N:24]2[CH2:29][CH2:28][N:27]([CH3:30])[CH2:26][CH2:25]2)=[CH:20][C:19]=1[NH:31][CH:32]1[CH2:37][CH2:36][N:35](C(OCC)=O)[CH2:34][CH2:33]1)=[O:17].C(OCC)(=O)C. The catalyst is Br.O.[OH-].[NH4+]. The product is [F:1][C:2]1[CH:3]=[C:4]([CH:43]=[C:44]([F:46])[CH:45]=1)[CH2:5][C:6]1[CH:7]=[C:8]2[C:12](=[CH:13][CH:14]=1)[NH:11][N:10]=[C:9]2[NH:15][C:16](=[O:17])[C:18]1[CH:23]=[CH:22][C:21]([N:24]2[CH2:29][CH2:28][N:27]([CH3:30])[CH2:26][CH2:25]2)=[CH:20][C:19]=1[NH:31][CH:32]1[CH2:33][CH2:34][NH:35][CH2:36][CH2:37]1. The yield is 0.720. (2) The reactants are [CH2:1]([NH2:4])[CH2:2][NH2:3].[O:5]=[S:6]1(=[O:32])[C:12]2[CH:13]=[CH:14][CH:15]=[CH:16][C:11]=2[CH2:10][N:9]([C:17]2[CH:26]=[C:25]([S:27](Cl)(=[O:29])=[O:28])[C:24]3[C:19](=[CH:20][CH:21]=[C:22]([CH3:31])[CH:23]=3)[N:18]=2)[CH2:8][CH2:7]1. The catalyst is ClCCl.C(N(CC)CC)C. The product is [NH2:3][CH2:2][CH2:1][NH:4][S:27]([C:25]1[C:24]2[C:19](=[CH:20][CH:21]=[C:22]([CH3:31])[CH:23]=2)[N:18]=[C:17]([N:9]2[CH2:10][C:11]3[CH:16]=[CH:15][CH:14]=[CH:13][C:12]=3[S:6](=[O:32])(=[O:5])[CH2:7][CH2:8]2)[CH:26]=1)(=[O:28])=[O:29]. The yield is 0.0310.